Dataset: Peptide-MHC class I binding affinity with 185,985 pairs from IEDB/IMGT. Task: Regression. Given a peptide amino acid sequence and an MHC pseudo amino acid sequence, predict their binding affinity value. This is MHC class I binding data. The peptide sequence is FLYALALLL. The MHC is HLA-B54:01 with pseudo-sequence HLA-B54:01. The binding affinity (normalized) is 0.